Task: Regression. Given a peptide amino acid sequence and an MHC pseudo amino acid sequence, predict their binding affinity value. This is MHC class II binding data.. Dataset: Peptide-MHC class II binding affinity with 134,281 pairs from IEDB (1) The peptide sequence is STGGAYDTYKCIPSL. The MHC is DRB1_1602 with pseudo-sequence DRB1_1602. The binding affinity (normalized) is 0.434. (2) The peptide sequence is AFILDGDGLFPKV. The MHC is DRB1_0401 with pseudo-sequence DRB1_0401. The binding affinity (normalized) is 0.604. (3) The peptide sequence is HEWCCRSCTLPPLRY. The MHC is DRB1_0101 with pseudo-sequence DRB1_0101. The binding affinity (normalized) is 0.429. (4) The peptide sequence is VSQFSKPILWDYFSL. The MHC is DRB1_0101 with pseudo-sequence DRB1_0101. The binding affinity (normalized) is 0.551. (5) The peptide sequence is EKKYFHATQFEPLAA. The MHC is HLA-DPA10201-DPB10101 with pseudo-sequence HLA-DPA10201-DPB10101. The binding affinity (normalized) is 0.881. (6) The peptide sequence is TDKMFFVKNPTDTGH. The MHC is DRB1_1302 with pseudo-sequence DRB1_1302. The binding affinity (normalized) is 0.146. (7) The peptide sequence is ETALKKAITAMSEAQKAAKP. The MHC is HLA-DQA10102-DQB10602 with pseudo-sequence HLA-DQA10102-DQB10602. The binding affinity (normalized) is 0.546. (8) The peptide sequence is ASAAIFGHDGTVWAQ. The MHC is DRB1_0405 with pseudo-sequence DRB1_0405. The binding affinity (normalized) is 0.300.